Dataset: Reaction yield outcomes from USPTO patents with 853,638 reactions. Task: Predict the reaction yield, written as a fraction of the theoretical maximum amount of product (1.0 means a 100% yield; for example, 0.34 means a 34% yield). The reactants are FC(F)(F)C(O)=O.FC(F)(F)C(O)=O.[CH3:15][C:16]1[CH:25]=[C:24]([CH2:26][O:27][C:28]2[CH:52]=[CH:51][C:31]([C:32]([NH:34][CH2:35][C:36]3([CH:45]4[CH2:50][CH2:49][NH:48][CH2:47][CH2:46]4)[C:41](=[O:42])[NH:40][C:39](=[O:43])[NH:38][C:37]3=[O:44])=[O:33])=[CH:30][CH:29]=2)[C:23]2[C:18](=[CH:19][CH:20]=[CH:21][CH:22]=2)[N:17]=1.[CH2:53](Br)[C:54]#[CH:55]. No catalyst specified. The product is [CH3:15][C:16]1[CH:25]=[C:24]([CH2:26][O:27][C:28]2[CH:29]=[CH:30][C:31]([C:32]([NH:34][CH2:35][C:36]3([CH:45]4[CH2:50][CH2:49][N:48]([CH2:55][C:54]#[CH:53])[CH2:47][CH2:46]4)[C:37](=[O:44])[NH:38][C:39](=[O:43])[NH:40][C:41]3=[O:42])=[O:33])=[CH:51][CH:52]=2)[C:23]2[C:18](=[CH:19][CH:20]=[CH:21][CH:22]=2)[N:17]=1. The yield is 0.400.